Dataset: Catalyst prediction with 721,799 reactions and 888 catalyst types from USPTO. Task: Predict which catalyst facilitates the given reaction. Reactant: [CH:1]1([S:4]([N:7]2[CH2:10][CH:9]([O:11][Si:12]([CH2:17][CH3:18])([CH2:15][CH3:16])[CH2:13][CH3:14])[CH2:8]2)(=[O:6])=[O:5])[CH2:3][CH2:2]1.[CH2:19]([Li])CCC.CCCCCC.CI. Product: [CH3:19][C:1]1([S:4]([N:7]2[CH2:10][CH:9]([O:11][Si:12]([CH2:15][CH3:16])([CH2:17][CH3:18])[CH2:13][CH3:14])[CH2:8]2)(=[O:6])=[O:5])[CH2:3][CH2:2]1. The catalyst class is: 7.